From a dataset of NCI-60 drug combinations with 297,098 pairs across 59 cell lines. Regression. Given two drug SMILES strings and cell line genomic features, predict the synergy score measuring deviation from expected non-interaction effect. (1) Drug 1: CC12CCC(CC1=CCC3C2CCC4(C3CC=C4C5=CN=CC=C5)C)O. Drug 2: CC1=CC2C(CCC3(C2CCC3(C(=O)C)OC(=O)C)C)C4(C1=CC(=O)CC4)C. Cell line: SK-MEL-2. Synergy scores: CSS=-6.68, Synergy_ZIP=1.38, Synergy_Bliss=-1.29, Synergy_Loewe=-7.80, Synergy_HSA=-5.07. (2) Drug 1: C1=NC2=C(N1)C(=S)N=C(N2)N. Drug 2: CCCCC(=O)OCC(=O)C1(CC(C2=C(C1)C(=C3C(=C2O)C(=O)C4=C(C3=O)C=CC=C4OC)O)OC5CC(C(C(O5)C)O)NC(=O)C(F)(F)F)O. Cell line: MDA-MB-231. Synergy scores: CSS=15.5, Synergy_ZIP=-6.14, Synergy_Bliss=-5.24, Synergy_Loewe=-5.01, Synergy_HSA=-4.62.